The task is: Regression. Given a peptide amino acid sequence and an MHC pseudo amino acid sequence, predict their binding affinity value. This is MHC class I binding data.. This data is from Peptide-MHC class I binding affinity with 185,985 pairs from IEDB/IMGT. The peptide sequence is SDFFPSVRDL. The MHC is Patr-B2401 with pseudo-sequence Patr-B2401. The binding affinity (normalized) is 0.0279.